From a dataset of Full USPTO retrosynthesis dataset with 1.9M reactions from patents (1976-2016). Predict the reactants needed to synthesize the given product. (1) Given the product [C:1]1([C:7]2[NH:11][C:10]([C:12]3[CH:13]=[CH:14][CH:15]=[C:16]4[C:21]=3[CH:20]=[C:19]([O:22][C:36](=[O:37])[NH:35][C:29]3[CH:34]=[CH:33][CH:32]=[CH:31][CH:30]=3)[CH:18]=[CH:17]4)=[C:9]([C:23]3[CH:24]=[CH:25][N:26]=[CH:27][CH:28]=3)[N:8]=2)[CH:2]=[CH:3][CH:4]=[CH:5][CH:6]=1, predict the reactants needed to synthesize it. The reactants are: [C:1]1([C:7]2[NH:11][C:10]([C:12]3[CH:13]=[CH:14][CH:15]=[C:16]4[C:21]=3[CH:20]=[C:19]([OH:22])[CH:18]=[CH:17]4)=[C:9]([C:23]3[CH:28]=[CH:27][N:26]=[CH:25][CH:24]=3)[N:8]=2)[CH:6]=[CH:5][CH:4]=[CH:3][CH:2]=1.[C:29]1([N:35]=[C:36]=[O:37])[CH:34]=[CH:33][CH:32]=[CH:31][CH:30]=1.C(N(CC)CC)C. (2) Given the product [OH:9][CH2:8][C:4]1[CH:3]=[C:2](/[CH:12]=[CH:11]/[C:10]([O:14][C:15]([CH3:18])([CH3:17])[CH3:16])=[O:13])[CH:7]=[CH:6][CH:5]=1, predict the reactants needed to synthesize it. The reactants are: Br[C:2]1[CH:3]=[C:4]([CH2:8][OH:9])[CH:5]=[CH:6][CH:7]=1.[C:10]([O:14][C:15]([CH3:18])([CH3:17])[CH3:16])(=[O:13])[CH:11]=[CH2:12].C1(C)C=CC=CC=1P(C1C=CC=CC=1C)C1C=CC=CC=1C. (3) Given the product [NH2:1][C:2]1[C:3]2[C:10]([C:11]3[CH:16]=[CH:15][C:14]([NH:17][C:18](=[O:26])[O:19][CH2:20][C:25]4[CH:24]=[CH:23][CH:22]=[CH:21][N:35]=4)=[C:13]([O:27][CH3:28])[CH:12]=3)=[CH:9][N:8]([CH:29]3[CH2:30][CH2:31][O:32][CH2:33][CH2:34]3)[C:4]=2[N:5]=[CH:6][N:7]=1, predict the reactants needed to synthesize it. The reactants are: [NH2:1][C:2]1[C:3]2[C:10]([C:11]3[CH:16]=[CH:15][C:14]([NH:17][C:18](=[O:26])[O:19][C:20]4[CH:25]=[CH:24][CH:23]=[CH:22][CH:21]=4)=[C:13]([O:27][CH3:28])[CH:12]=3)=[CH:9][N:8]([CH:29]3[CH2:34][CH2:33][O:32][CH2:31][CH2:30]3)[C:4]=2[N:5]=[CH:6][N:7]=1.[N:35]1C=CC=CC=1CO. (4) Given the product [C:22]([O:20][C@H:18]1[C@:17]2([OH:21])[C@@H:12]([CH2:13][CH2:14][CH2:15][CH2:16]2)[O:11][C@@H:10]([C:9]2[CH:8]=[CH:7][N:6]=[CH:5][C:4]=2[N+:1]([O-:3])=[O:2])[CH2:19]1)(=[O:24])[CH3:23].[C:22]([O:20][C@@H:18]1[CH2:19][C@H:10]([C:9]2[CH:8]=[CH:7][N:6]=[CH:5][C:4]=2[N+:1]([O-:3])=[O:2])[O:11][C@H:12]([CH2:13][CH3:14])[C@:17]1([OH:21])[CH3:16])(=[O:24])[CH3:23], predict the reactants needed to synthesize it. The reactants are: [N+:1]([C:4]1[CH:5]=[N:6][CH:7]=[CH:8][C:9]=1[C@H:10]1[CH2:19][C@@H:18]([OH:20])[C@:17]2([OH:21])[C@@H:12]([CH2:13][CH2:14][CH2:15][CH2:16]2)[O:11]1)([O-:3])=[O:2].[C:22](OC(=O)C)(=[O:24])[CH3:23]. (5) Given the product [CH3:16][C:17]1[N:9]=[C:3]2[C:4](=[N:8][C:18]=1[CH3:19])[N:5]=[CH:6][N:7]=[C:2]2[OH:14], predict the reactants needed to synthesize it. The reactants are: Cl[C:2]1[N:7]=[CH:6][N:5]=[C:4]([NH2:8])[C:3]=1[NH2:9].CC(=O)C(=[O:14])C.[C:16]1(C)C=C[CH:19]=[CH:18][CH:17]=1. (6) Given the product [Si:27]([O:26][CH:8]([C:5]1[CH:6]=[CH:7][C:2]([F:1])=[CH:3][CH:4]=1)[CH2:9][CH2:10][CH2:11][C:12]([N:14]1[CH:18]([C:19]2[CH:20]=[CH:21][CH:22]=[CH:23][CH:24]=2)[CH2:17][O:16][C:15]1=[O:25])=[O:13])([C:30]([CH3:33])([CH3:32])[CH3:31])([CH3:29])[CH3:28], predict the reactants needed to synthesize it. The reactants are: [F:1][C:2]1[CH:7]=[CH:6][C:5]([CH:8]([OH:26])[CH2:9][CH2:10][CH2:11][C:12]([N:14]2[CH:18]([C:19]3[CH:24]=[CH:23][CH:22]=[CH:21][CH:20]=3)[CH2:17][O:16][C:15]2=[O:25])=[O:13])=[CH:4][CH:3]=1.[Si:27](Cl)([C:30]([CH3:33])([CH3:32])[CH3:31])([CH3:29])[CH3:28].N1C=CN=C1. (7) Given the product [F:1][C:2]1[CH:7]=[CH:6][C:5]([C:8]2[C:13](/[CH:14]=[CH:15]/[C@@H:16]([OH:26])[CH2:17][C@@H:18]([OH:25])[CH2:19][C:20]([O:22][CH2:23][CH3:24])=[O:21])=[C:12]([CH:27]([CH3:29])[CH3:28])[N:11]=[C:10]([N:30]([CH3:35])[S:31]([CH3:34])(=[O:33])=[O:32])[N:9]=2)=[CH:4][CH:3]=1, predict the reactants needed to synthesize it. The reactants are: [F:1][C:2]1[CH:7]=[CH:6][C:5]([C:8]2[C:13](/[CH:14]=[CH:15]/[C@@H:16]([OH:26])[CH2:17][C:18](=[O:25])[CH2:19][C:20]([O:22][CH2:23][CH3:24])=[O:21])=[C:12]([CH:27]([CH3:29])[CH3:28])[N:11]=[C:10]([N:30]([CH3:35])[S:31]([CH3:34])(=[O:33])=[O:32])[N:9]=2)=[CH:4][CH:3]=1.C(B(CC)OC)C.[BH4-].[Na+].C(O)(=O)C. (8) Given the product [CH3:23][O:22][P:21]([CH2:25][C:26]1[CH:27]=[CH:28][C:29]([CH2:13][N:10]2[N:11]=[N:12][C:8]([C:4]3[CH:5]=[CH:6][CH:7]=[C:2]([Br:1])[CH:3]=3)=[N:9]2)=[CH:30][CH:31]=1)(=[O:24])[O:20][CH3:19], predict the reactants needed to synthesize it. The reactants are: [Br:1][C:2]1[CH:3]=[C:4]([C:8]2[N:9]=[N:10][NH:11][N:12]=2)[CH:5]=[CH:6][CH:7]=1.[C:13](=O)([O-])[O-].[Cs+].[Cs+].[CH3:19][O:20][P:21]([CH:25](C)[C:26]1[CH:31]=[CH:30][C:29](Br)=[CH:28][CH:27]=1)(=[O:24])[O:22][CH3:23].